This data is from Full USPTO retrosynthesis dataset with 1.9M reactions from patents (1976-2016). The task is: Predict the reactants needed to synthesize the given product. (1) The reactants are: [CH3:1][C:2]1[CH:7]=[CH:6][C:5]([C:8]2[CH:13]=[C:12]([S:14]([CH3:17])(=[O:16])=[O:15])[CH:11]=[C:10]([C:18](O)=[O:19])[CH:9]=2)=[CH:4][CH:3]=1.[Si]([O:28][CH2:29][C@H:30]([C:32]1[CH:33]=[N:34][C:35]([CH3:38])=[CH:36][CH:37]=1)[NH2:31])(C(C)(C)C)(C)C.F[P-](F)(F)(F)(F)F.C[N+](C)=C(N(C)C)ON1C2N=CC=CC=2N=N1.C(N(CC)C(C)C)(C)C.Cl. Given the product [OH:28][CH2:29][C@@H:30]([NH:31][C:18]([C:10]1[CH:9]=[C:8]([C:5]2[CH:4]=[CH:3][C:2]([CH3:1])=[CH:7][CH:6]=2)[CH:13]=[C:12]([S:14]([CH3:17])(=[O:16])=[O:15])[CH:11]=1)=[O:19])[C:32]1[CH:33]=[N:34][C:35]([CH3:38])=[CH:36][CH:37]=1, predict the reactants needed to synthesize it. (2) Given the product [Cl:3][C:4]1[N:9]=[CH:8][C:7]([CH2:10][NH:11][C:12](=[O:27])[C:13]([NH:30][CH3:28])=[N:14][NH:15][C:16]2[CH:21]=[CH:20][C:19]([C:22]([F:25])([F:24])[F:23])=[CH:18][CH:17]=2)=[CH:6][CH:5]=1, predict the reactants needed to synthesize it. The reactants are: CN.[Cl:3][C:4]1[N:9]=[CH:8][C:7]([CH2:10][NH:11][C:12](=[O:27])[C:13](Cl)=[N:14][NH:15][C:16]2[CH:21]=[CH:20][C:19]([C:22]([F:25])([F:24])[F:23])=[CH:18][CH:17]=2)=[CH:6][CH:5]=1.[CH2:28]([N:30](CC)CC)C. (3) Given the product [CH:1]1([C:6]2[C:15]3[C:14](=[O:16])[CH2:13][C:12]4([CH2:19][CH2:18][CH2:17]4)[CH2:11][C:10]=3[N:9]=[C:8]([CH:20]([CH3:22])[CH3:21])[C:7]=2[C:23](=[O:34])[C:24]2[CH:29]=[CH:28][C:27]([C:30]([F:31])([F:32])[F:33])=[CH:26][CH:25]=2)[CH2:2][CH2:3][CH2:4][CH2:5]1, predict the reactants needed to synthesize it. The reactants are: [CH:1]1([CH:6]2[C:15]3[C:14](=[O:16])[CH2:13][C:12]4([CH2:19][CH2:18][CH2:17]4)[CH2:11][C:10]=3[NH:9][C:8]([CH:20]([CH3:22])[CH3:21])=[C:7]2[C:23](=[O:34])[C:24]2[CH:29]=[CH:28][C:27]([C:30]([F:33])([F:32])[F:31])=[CH:26][CH:25]=2)[CH2:5][CH2:4][CH2:3][CH2:2]1.ClC1C(=O)C(C#N)=C(C#N)C(=O)C=1Cl. (4) Given the product [CH3:1][O:2][C:3]1[CH:4]=[C:5]([CH2:11][C:12]([C:18]2[CH:23]=[CH:22][CH:21]=[CH:20][CH:19]=2)=[O:13])[CH:6]=[CH:7][C:8]=1[O:9][CH3:10], predict the reactants needed to synthesize it. The reactants are: [CH3:1][O:2][C:3]1[CH:4]=[C:5]([CH2:11][C:12](N(OC)C)=[O:13])[CH:6]=[CH:7][C:8]=1[O:9][CH3:10].[C:18]1([Mg]Br)[CH:23]=[CH:22][CH:21]=[CH:20][CH:19]=1. (5) Given the product [F:17][C:2]([F:1])([F:16])[C:3]([F:14])([F:15])[C:4]([F:12])([F:13])[C:5]([F:10])([F:11])[S:6]([O-:9])(=[O:8])=[O:7].[CH2:38]([S:42]([O:18][C:19]1[CH:24]=[CH:23][C:22]([S+:25]([C:32]2[CH:33]=[CH:34][CH:35]=[CH:36][CH:37]=2)[C:26]2[CH:31]=[CH:30][CH:29]=[CH:28][CH:27]=2)=[CH:21][CH:20]=1)(=[O:44])=[O:43])[CH2:39][CH2:40][CH3:41], predict the reactants needed to synthesize it. The reactants are: [F:1][C:2]([F:17])([F:16])[C:3]([F:15])([F:14])[C:4]([F:13])([F:12])[C:5]([F:11])([F:10])[S:6]([O-:9])(=[O:8])=[O:7].[OH:18][C:19]1[CH:24]=[CH:23][C:22]([S+:25]([C:32]2[CH:37]=[CH:36][CH:35]=[CH:34][CH:33]=2)[C:26]2[CH:31]=[CH:30][CH:29]=[CH:28][CH:27]=2)=[CH:21][CH:20]=1.[CH2:38]([S:42](Cl)(=[O:44])=[O:43])[CH2:39][CH2:40][CH3:41].C(N(CC)CC)C.O.